Dataset: Full USPTO retrosynthesis dataset with 1.9M reactions from patents (1976-2016). Task: Predict the reactants needed to synthesize the given product. Given the product [NH2:1][C@@H:2]([CH2:9][S:10][C:11]1[CH:12]=[CH:13][CH:14]=[CH:15][CH:16]=1)[CH2:3][CH2:4][N:6]([CH3:8])[CH3:7], predict the reactants needed to synthesize it. The reactants are: [NH2:1][C@@H:2]([CH2:9][S:10][C:11]1[CH:16]=[CH:15][CH:14]=[CH:13][CH:12]=1)[CH2:3][C:4]([N:6]([CH3:8])[CH3:7])=O.CO.Cl.